This data is from Reaction yield outcomes from USPTO patents with 853,638 reactions. The task is: Predict the reaction yield, written as a fraction of the theoretical maximum amount of product (1.0 means a 100% yield; for example, 0.34 means a 34% yield). The reactants are [CH3:1][O:2][C:3](=[O:15])[C:4]1[C:5](=[C:10]([OH:14])[CH:11]=[CH:12][CH:13]=1)[C:6]([O:8][CH3:9])=[O:7].C(=O)([O-])[O-].[K+].[K+].[Cl:22][C:23]1[CH:24]=[C:25]([CH:28]=[CH:29][CH:30]=1)[CH2:26]Br. The catalyst is CC(C)=O. The product is [CH3:1][O:2][C:3](=[O:15])[C:4]1[C:5](=[C:10]([O:14][CH2:26][C:25]2[CH:28]=[CH:29][CH:30]=[C:23]([Cl:22])[CH:24]=2)[CH:11]=[CH:12][CH:13]=1)[C:6]([O:8][CH3:9])=[O:7]. The yield is 0.920.